Predict the reactants needed to synthesize the given product. From a dataset of Full USPTO retrosynthesis dataset with 1.9M reactions from patents (1976-2016). (1) Given the product [F:11][C:10]([F:13])([F:12])[C:9]1[CH:8]=[CH:7][NH:3][N:2]=1, predict the reactants needed to synthesize it. The reactants are: [Cl-].[NH2:2][NH2:3].C(O[CH:7]=[CH:8][C:9](=O)[C:10]([F:13])([F:12])[F:11])C. (2) The reactants are: [CH:1]([O:4][C:5]1[CH:6]=[C:7]([CH:11]=[C:12]([O:14][C:15]2[CH:20]=[CH:19][CH:18]=[CH:17][CH:16]=2)[CH:13]=1)[C:8]([OH:10])=O)([CH3:3])[CH3:2].[CH2:21]([O:23][C:24](=[O:35])[CH2:25][CH2:26][S:27][CH2:28][C:29]1[N:30]=[C:31]([NH2:34])[S:32][CH:33]=1)[CH3:22]. Given the product [CH2:21]([O:23][C:24](=[O:35])[CH2:25][CH2:26][S:27][CH2:28][C:29]1[N:30]=[C:31]([NH:34][C:8](=[O:10])[C:7]2[CH:11]=[C:12]([O:14][C:15]3[CH:20]=[CH:19][CH:18]=[CH:17][CH:16]=3)[CH:13]=[C:5]([O:4][CH:1]([CH3:2])[CH3:3])[CH:6]=2)[S:32][CH:33]=1)[CH3:22], predict the reactants needed to synthesize it. (3) Given the product [Br:15][CH2:8][C:7]1[CH:6]=[CH:5][C:4]([C:9]2[CH:10]=[CH:11][CH:12]=[CH:13][CH:14]=2)=[CH:3][C:2]=1[F:1], predict the reactants needed to synthesize it. The reactants are: [F:1][C:2]1[CH:3]=[C:4]([C:9]2[CH:14]=[CH:13][CH:12]=[CH:11][CH:10]=2)[CH:5]=[CH:6][C:7]=1[CH3:8].[Br:15]N1C(=O)CCC1=O. (4) Given the product [O:17]1[CH2:18][C@@H:16]1[CH2:15][N:4]1[CH2:5][CH2:6][N:1]([C:7]([O:9][C:10]([CH3:13])([CH3:12])[CH3:11])=[O:8])[CH2:2][CH2:3]1, predict the reactants needed to synthesize it. The reactants are: [N:1]1([C:7]([O:9][C:10]([CH3:13])([CH3:12])[CH3:11])=[O:8])[CH2:6][CH2:5][NH:4][CH2:3][CH2:2]1.Cl[CH2:15][C@@H:16]1[CH2:18][O:17]1.